From a dataset of Full USPTO retrosynthesis dataset with 1.9M reactions from patents (1976-2016). Predict the reactants needed to synthesize the given product. (1) Given the product [C:60]([Si:50]1([C:46]([CH3:49])([CH3:48])[CH3:47])[O:55][C@H:54]2[C@H:56]([O:59][C:19]3[N:18]([CH2:25][O:26][CH2:27][CH2:28][Si:29]([CH3:32])([CH3:31])[CH3:30])[C:17]4[CH:33]=[C:13]([Cl:12])[C:14]([C:34]5[CH:39]=[CH:38][C:37]([C:40]6[CH:45]=[CH:44][CH:43]=[CH:42][CH:41]=6)=[CH:36][CH:35]=5)=[CH:15][C:16]=4[N:20]=3)[CH2:57][O:58][C@@H:53]2[CH2:52][O:51]1)([CH3:63])([CH3:62])[CH3:61], predict the reactants needed to synthesize it. The reactants are: C1CCN2C(=NCCC2)CC1.[Cl:12][C:13]1[C:14]([C:34]2[CH:39]=[CH:38][C:37]([C:40]3[CH:45]=[CH:44][CH:43]=[CH:42][CH:41]=3)=[CH:36][CH:35]=2)=[CH:15][C:16]2[N:20]=[C:19](S(C)(=O)=O)[N:18]([CH2:25][O:26][CH2:27][CH2:28][Si:29]([CH3:32])([CH3:31])[CH3:30])[C:17]=2[CH:33]=1.[C:46]([Si:50]1([C:60]([CH3:63])([CH3:62])[CH3:61])[O:55][C@H:54]2[C@H:56]([OH:59])[CH2:57][O:58][C@@H:53]2[CH2:52][O:51]1)([CH3:49])([CH3:48])[CH3:47]. (2) Given the product [CH3:1][CH2:2][O:3][C:4]1[CH:5]=[CH:6][CH:7]=[CH:8][C:9]=1[O:10][C@H:11]([C@H:18]1[O:23][CH2:22][CH2:21][NH:20][CH2:19]1)[C:12]1[CH:17]=[CH:16][CH:15]=[CH:14][CH:13]=1.[C:54]([O-:64])(=[O:63])[CH:55]([C:57]1[CH:62]=[CH:61][CH:60]=[CH:59][CH:58]=1)[OH:56], predict the reactants needed to synthesize it. The reactants are: [CH3:1][CH2:2][O:3][C:4]1[CH:5]=[CH:6][CH:7]=[CH:8][C:9]=1[O:10][CH:11]([CH:18]1[O:23][CH2:22][CH2:21][NH:20][CH2:19]1)[C:12]1[CH:13]=[CH:14][CH:15]=[CH:16][CH:17]=1.CS(O)(=O)=O.[OH-].[Na+].CCOC1C=CC=CC=1OC(C1OCCNC1)C1C=CC=CC=1.[C:54]([OH:64])(=[O:63])[C@H:55]([C:57]1[CH:62]=[CH:61][CH:60]=[CH:59][CH:58]=1)[OH:56]. (3) Given the product [ClH:18].[NH:5]([C:6]1[CH:13]=[CH:12][C:9]([C:10]#[N:11])=[CH:8][C:7]=1[CH3:14])[NH2:1], predict the reactants needed to synthesize it. The reactants are: [N:1]([O-])=O.[Na+].[NH2:5][C:6]1[CH:13]=[CH:12][C:9]([C:10]#[N:11])=[CH:8][C:7]=1[CH3:14].O.O.[Sn](Cl)[Cl:18].